From a dataset of Reaction yield outcomes from USPTO patents with 853,638 reactions. Predict the reaction yield, written as a fraction of the theoretical maximum amount of product (1.0 means a 100% yield; for example, 0.34 means a 34% yield). The reactants are Cl[C:2]1[N:7]=[CH:6][C:5]([S:8]([N:11]2[CH2:16][CH2:15][N:14]([CH3:17])[CH2:13][CH2:12]2)(=[O:10])=[O:9])=[CH:4][CH:3]=1.[O:18]1[C:22]([C:23]2[CH:24]=[C:25]3[C:29](=[CH:30][CH:31]=2)[NH:28][C:27](=[O:32])[CH2:26]3)=[CH:21][N:20]=[CH:19]1. No catalyst specified. The product is [CH3:17][N:14]1[CH2:15][CH2:16][N:11]([S:8]([C:5]2[CH:4]=[CH:3][C:2]([C:26]3[C:25]4[C:29](=[CH:30][CH:31]=[C:23]([C:22]5[O:18][CH:19]=[N:20][CH:21]=5)[CH:24]=4)[NH:28][C:27]=3[OH:32])=[N:7][CH:6]=2)(=[O:10])=[O:9])[CH2:12][CH2:13]1. The yield is 0.0100.